Dataset: Full USPTO retrosynthesis dataset with 1.9M reactions from patents (1976-2016). Task: Predict the reactants needed to synthesize the given product. Given the product [F:1][C:2]([F:7])([F:6])[C:3]([OH:5])=[O:4].[F:8][C:9]([F:14])([F:13])[C:10]([OH:12])=[O:11].[Cl:15][C:16]1[CH:17]=[N:18][C:19]2[NH:20][C:21]3[CH:22]=[N:23][CH:24]=[C:25]([CH:47]=3)[CH2:26][CH2:27][C:28]3[CH:36]=[C:32]([NH:33][C:34]=1[N:35]=2)[CH:31]=[CH:30][C:29]=3[NH:37][C:38](=[O:46])[CH2:39][CH:40]1[CH2:45][CH2:44][N:43]([C:54]([C:51]2[CH:50]=[C:49]([CH3:48])[NH:53][N:52]=2)=[O:55])[CH2:42][CH2:41]1, predict the reactants needed to synthesize it. The reactants are: [F:1][C:2]([F:7])([F:6])[C:3]([OH:5])=[O:4].[F:8][C:9]([F:14])([F:13])[C:10]([OH:12])=[O:11].[Cl:15][C:16]1[CH:17]=[N:18][C:19]2[NH:20][C:21]3[CH:22]=[N:23][CH:24]=[C:25]([CH:47]=3)[CH2:26][CH2:27][C:28]3[CH:36]=[C:32]([NH:33][C:34]=1[N:35]=2)[CH:31]=[CH:30][C:29]=3[NH:37][C:38](=[O:46])[CH2:39][CH:40]1[CH2:45][CH2:44][NH:43][CH2:42][CH2:41]1.[CH3:48][C:49]1[NH:53][N:52]=[C:51]([C:54](O)=[O:55])[CH:50]=1.